From a dataset of NCI-60 drug combinations with 297,098 pairs across 59 cell lines. Regression. Given two drug SMILES strings and cell line genomic features, predict the synergy score measuring deviation from expected non-interaction effect. (1) Drug 1: CCCCCOC(=O)NC1=NC(=O)N(C=C1F)C2C(C(C(O2)C)O)O. Drug 2: CC1CCC2CC(C(=CC=CC=CC(CC(C(=O)C(C(C(=CC(C(=O)CC(OC(=O)C3CCCCN3C(=O)C(=O)C1(O2)O)C(C)CC4CCC(C(C4)OC)OCCO)C)C)O)OC)C)C)C)OC. Cell line: SNB-75. Synergy scores: CSS=-0.141, Synergy_ZIP=-0.804, Synergy_Bliss=-1.91, Synergy_Loewe=-25.8, Synergy_HSA=-0.866. (2) Drug 1: C1=C(C(=O)NC(=O)N1)F. Drug 2: CS(=O)(=O)CCNCC1=CC=C(O1)C2=CC3=C(C=C2)N=CN=C3NC4=CC(=C(C=C4)OCC5=CC(=CC=C5)F)Cl. Cell line: MDA-MB-435. Synergy scores: CSS=28.6, Synergy_ZIP=7.12, Synergy_Bliss=5.64, Synergy_Loewe=0.0316, Synergy_HSA=1.83.